Dataset: Forward reaction prediction with 1.9M reactions from USPTO patents (1976-2016). Task: Predict the product of the given reaction. (1) Given the reactants [C:1]([C:5]1[CH:6]=[CH:7][C:8]2[O:12][C:11]([C:13]3[CH:18]=[CH:17][C:16]([O:19]C)=[CH:15][CH:14]=3)=[CH:10][C:9]=2[CH:21]=1)([CH3:4])([CH3:3])[CH3:2].Cl.N1C=CC=CC=1, predict the reaction product. The product is: [C:1]([C:5]1[CH:6]=[CH:7][C:8]2[O:12][C:11]([C:13]3[CH:14]=[CH:15][C:16]([OH:19])=[CH:17][CH:18]=3)=[CH:10][C:9]=2[CH:21]=1)([CH3:4])([CH3:2])[CH3:3]. (2) The product is: [C:1]([C:5]1[C:9]([C:11](=[O:13])[CH3:12])=[C:8]([OH:10])[NH:7][N:6]=1)([CH3:4])([CH3:3])[CH3:2]. Given the reactants [C:1]([C:5]1[CH:9]=[C:8]([OH:10])[NH:7][N:6]=1)([CH3:4])([CH3:3])[CH3:2].[C:11](OCC)(=[O:13])[CH3:12], predict the reaction product. (3) Given the reactants [CH3:1][C:2]1[CH:3]=[C:4]([SH:8])[CH:5]=[CH:6][CH:7]=1.Br[CH2:10][CH2:11][C:12]([O:14][CH3:15])=[O:13].C(N(CC)CC)C.O, predict the reaction product. The product is: [CH3:1][C:2]1[CH:3]=[C:4]([S:8][CH2:10][CH2:11][C:12]([O:14][CH3:15])=[O:13])[CH:5]=[CH:6][CH:7]=1. (4) Given the reactants [NH:1]1[C:9]2[C:4](=[CH:5][C:6]([NH:10][C:11]([C:13]3[C:14]([C:19]4[CH:24]=[CH:23][C:22]([C:25]([F:28])([F:27])[F:26])=[CH:21][CH:20]=4)=[CH:15][CH:16]=[CH:17][CH:18]=3)=[O:12])=[CH:7][CH:8]=2)[CH:3]=[CH:2]1.C([BH3-])#N.[Na+], predict the reaction product. The product is: [NH:1]1[C:9]2[C:4](=[CH:5][C:6]([NH:10][C:11]([C:13]3[C:14]([C:19]4[CH:20]=[CH:21][C:22]([C:25]([F:26])([F:27])[F:28])=[CH:23][CH:24]=4)=[CH:15][CH:16]=[CH:17][CH:18]=3)=[O:12])=[CH:7][CH:8]=2)[CH2:3][CH2:2]1. (5) Given the reactants [C:1]([C:3]1[CH:8]=[CH:7][C:6]([CH:9]2[C:14]([C:15]([O:17][CH2:18][CH3:19])=[O:16])=[C:13]([CH3:20])[N:12]([C:21]3[CH:26]=[CH:25][CH:24]=[C:23]([C:27]([F:30])([F:29])[F:28])[CH:22]=3)[C:11](=[S:31])[NH:10]2)=[C:5]([CH3:32])[CH:4]=1)#[N:2].IC.[C:35](=O)([O-])[O-].[K+].[K+], predict the reaction product. The product is: [C:1]([C:3]1[CH:8]=[CH:7][C:6]([CH:9]2[C:14]([C:15]([O:17][CH2:18][CH3:19])=[O:16])=[C:13]([CH3:20])[N:12]([C:21]3[CH:26]=[CH:25][CH:24]=[C:23]([C:27]([F:30])([F:29])[F:28])[CH:22]=3)[C:11]([S:31][CH3:35])=[N:10]2)=[C:5]([CH3:32])[CH:4]=1)#[N:2].